From a dataset of Catalyst prediction with 721,799 reactions and 888 catalyst types from USPTO. Predict which catalyst facilitates the given reaction. (1) Reactant: [C:1]([O:5][C:6]([N:8]1[CH2:14][CH2:13][CH2:12][C@@H:11](O)[C:10]2[CH:16]=[C:17]([CH2:24][CH3:25])[C:18]([C:20]([F:23])([F:22])[F:21])=[CH:19][C:9]1=2)=[O:7])([CH3:4])([CH3:3])[CH3:2].C1(P([N:40]=[N+:41]=[N-:42])(C2C=CC=CC=2)=O)C=CC=CC=1.C1CCN2C(=NCCC2)CC1. Product: [C:1]([O:5][C:6]([N:8]1[CH2:14][CH2:13][CH2:12][C@H:11]([N:40]=[N+:41]=[N-:42])[C:10]2[CH:16]=[C:17]([CH2:24][CH3:25])[C:18]([C:20]([F:23])([F:22])[F:21])=[CH:19][C:9]1=2)=[O:7])([CH3:4])([CH3:3])[CH3:2]. The catalyst class is: 11. (2) Reactant: Cl.[NH2:2][C:3]1[CH:24]=[CH:23][C:6]([O:7][C:8]2[CH:13]=[CH:12][N:11]=[C:10]([NH:14][CH2:15][CH2:16][N:17]3[CH2:22][CH2:21][O:20][CH2:19][CH2:18]3)[CH:9]=2)=[C:5]([F:25])[CH:4]=1.NC1N=CN=C(O[C:48]2C=CC(NC(NC(=O)CC3C=[CH:50][C:49]([F:52])=[CH:48]C=3)=S)=[CH:50][C:49]=2[F:52])C=1.CN([C:58]([O:62]N1N=NC2C=CC=CC1=2)=[N+](C)C)C.[B-](F)(F)(F)F.CC[N:79]([CH:83]([CH3:85])C)[CH:80]([CH3:82])[CH3:81].C[O:87]C1C=CC(CNC2N=C(OC3C=CC(N)=CC=3F)C=CN=2)=CC=1. Product: [F:25][C:5]1[CH:4]=[C:3]([NH:2][C:58](=[O:62])[CH2:85][C:83]([NH:79][C:80]2[CH:81]=[CH:50][C:49]([F:52])=[CH:48][CH:82]=2)=[O:87])[CH:24]=[CH:23][C:6]=1[O:7][C:8]1[CH:13]=[CH:12][N:11]=[C:10]([NH:14][CH2:15][CH2:16][N:17]2[CH2:22][CH2:21][O:20][CH2:19][CH2:18]2)[CH:9]=1. The catalyst class is: 3. (3) Reactant: [CH3:1][N:2]1[C:7]2[CH:8]=[C:9]([C:30]3[CH:35]=[CH:34][CH:33]=[CH:32][CH:31]=3)[C:10]([C:12]3[CH:17]=[CH:16][C:15]([C:18]4([NH:22]C(=O)OC(C)(C)C)[CH2:21][CH2:20][CH2:19]4)=[CH:14][CH:13]=3)=[N:11][C:6]=2[O:5][CH2:4][S:3]1(=[O:37])=[O:36]. Product: [NH2:22][C:18]1([C:15]2[CH:14]=[CH:13][C:12]([C:10]3[C:9]([C:30]4[CH:31]=[CH:32][CH:33]=[CH:34][CH:35]=4)=[CH:8][C:7]4[N:2]([CH3:1])[S:3](=[O:37])(=[O:36])[CH2:4][O:5][C:6]=4[N:11]=3)=[CH:17][CH:16]=2)[CH2:19][CH2:20][CH2:21]1. The catalyst class is: 67. (4) Reactant: [O:1]=[O+][O-].[CH3:4][O:5][C:6]1[CH:7]=[C:8]([CH:30]=[CH:31][C:32]=1[O:33][CH3:34])[CH2:9][N:10]1[C:19](=[O:20])[C:18]2[C:13](=[CH:14][CH:15]=[C:16]([CH:21]=C)[CH:17]=2)[N:12]([CH:23]2[CH2:28][CH2:27][O:26][CH2:25][CH2:24]2)[C:11]1=[O:29]. Product: [CH3:4][O:5][C:6]1[CH:7]=[C:8]([CH:30]=[CH:31][C:32]=1[O:33][CH3:34])[CH2:9][N:10]1[C:19](=[O:20])[C:18]2[C:13](=[CH:14][CH:15]=[C:16]([CH:21]=[O:1])[CH:17]=2)[N:12]([CH:23]2[CH2:28][CH2:27][O:26][CH2:25][CH2:24]2)[C:11]1=[O:29]. The catalyst class is: 2. (5) Reactant: [C:1]1([C:7]2[CH:15]=[CH:14][C:10]([C:11]([OH:13])=[O:12])=[CH:9][C:8]=2[CH2:16][CH3:17])[CH2:6][CH2:5][CH2:4][CH2:3][CH:2]=1. Product: [CH:1]1([C:7]2[CH:15]=[CH:14][C:10]([C:11]([OH:13])=[O:12])=[CH:9][C:8]=2[CH2:16][CH3:17])[CH2:2][CH2:3][CH2:4][CH2:5][CH2:6]1. The catalyst class is: 19.